From a dataset of Full USPTO retrosynthesis dataset with 1.9M reactions from patents (1976-2016). Predict the reactants needed to synthesize the given product. (1) The reactants are: Cl[CH2:2][CH2:3][CH2:4][S:5]([NH:8][C:9]1[CH:14]=[CH:13][C:12]([CH:15]([O:20][CH3:21])[C:16]([O:18][CH3:19])=[O:17])=[CH:11][CH:10]=1)(=[O:7])=[O:6].C(N(CC)C(C)C)(C)C. Given the product [O:6]=[S:5]1(=[O:7])[CH2:4][CH2:3][CH2:2][N:8]1[C:9]1[CH:14]=[CH:13][C:12]([CH:15]([O:20][CH3:21])[C:16]([O:18][CH3:19])=[O:17])=[CH:11][CH:10]=1, predict the reactants needed to synthesize it. (2) Given the product [C:30]([O:29][C@@H:9]([C:10]1[C:11]([C:22]2[CH:23]=[CH:24][C:25]([Cl:28])=[CH:26][CH:27]=2)=[C:12]2[C:17](=[CH:18][C:19]=1[Cl:20])[N:16]=[C:15]([CH3:21])[CH:14]=[CH:13]2)[CH2:8][OH:7])([CH3:33])([CH3:31])[CH3:32], predict the reactants needed to synthesize it. The reactants are: C([O:7][CH2:8][C@@H:9]([O:29][C:30]([CH3:33])([CH3:32])[CH3:31])[C:10]1[C:11]([C:22]2[CH:27]=[CH:26][C:25]([Cl:28])=[CH:24][CH:23]=2)=[C:12]2[C:17](=[CH:18][C:19]=1[Cl:20])[N:16]=[C:15]([CH3:21])[CH:14]=[CH:13]2)(=O)C(C)(C)C.[OH-].[Na+]. (3) Given the product [CH2:24]([C:18]([NH:17][C:15]([C:7]1[CH:6]=[CH:5][C:4]([CH:1]2[CH2:2][CH2:3]2)=[C:9]([O:10][CH2:11][CH:12]2[CH2:14][CH2:13]2)[N:8]=1)=[O:16])([C:19](=[O:20])[NH:31][CH2:30][CH2:29][OH:28])[CH2:22][CH3:23])[CH3:25], predict the reactants needed to synthesize it. The reactants are: [CH:1]1([C:4]2[CH:5]=[CH:6][C:7]([C:15]([NH:17][C:18]([CH2:24][CH3:25])([CH2:22][CH3:23])[C:19](O)=[O:20])=[O:16])=[N:8][C:9]=2[O:10][CH2:11][CH:12]2[CH2:14][CH2:13]2)[CH2:3][CH2:2]1.C[Si](C)(C)[O:28][CH2:29][CH2:30][NH2:31]. (4) Given the product [NH2:15][C:12]1[CH:11]=[CH:10][C:9]([CH2:8][C@H:7]([NH:18][C:19]([N:21]([CH2:30][CH2:31][OH:32])[CH2:22][CH2:23][C:24]2[CH:25]=[CH:26][CH:27]=[CH:28][CH:29]=2)=[O:20])[C:6]([NH:5][CH2:4][CH2:3][N:2]([CH3:34])[CH3:1])=[O:33])=[CH:14][CH:13]=1, predict the reactants needed to synthesize it. The reactants are: [CH3:1][N:2]([CH3:34])[CH2:3][CH2:4][NH:5][C:6](=[O:33])[C@@H:7]([NH:18][C:19]([N:21]([CH2:30][CH2:31][OH:32])[CH2:22][CH2:23][C:24]1[CH:29]=[CH:28][CH:27]=[CH:26][CH:25]=1)=[O:20])[CH2:8][C:9]1[CH:14]=[CH:13][C:12]([N+:15]([O-])=O)=[CH:11][CH:10]=1. (5) The reactants are: C([O:3][C:4]([CH:6]1[CH:11]2[CH2:12][O:13][CH2:14][C:15](=O)[N:10]2[CH2:9][CH2:8][CH2:7]1)=O)C.[H-].[H-].[H-].[H-].[Li+].[Al+3].O.[OH-].[Na+]. Given the product [CH2:12]1[CH:11]2[CH:6]([CH2:4][OH:3])[CH2:7][CH2:8][CH2:9][N:10]2[CH2:15][CH2:14][O:13]1, predict the reactants needed to synthesize it. (6) Given the product [Br:11][C:10]1[CH:2]=[C:3]([N+:13]([O-:15])=[O:14])[C:4]([CH3:12])=[C:5]([CH:9]=1)[C:6]([O:8][CH3:18])=[O:7], predict the reactants needed to synthesize it. The reactants are: C[C:2]1[C:10]([Br:11])=[CH:9][C:5]([C:6]([OH:8])=[O:7])=[C:4]([CH3:12])[C:3]=1[N+:13]([O-:15])=[O:14].IC.[C:18](=O)([O-])[O-].[Na+].[Na+].